This data is from Catalyst prediction with 721,799 reactions and 888 catalyst types from USPTO. The task is: Predict which catalyst facilitates the given reaction. The catalyst class is: 86. Product: [F:1][C:2]1[CH:7]=[CH:6][C:5]([CH:8]2[CH2:13][CH2:12][N:11]([C:14]([C:16]3[C:17]([OH:24])=[C:18]([N+:25]([O-:27])=[O:26])[C:19](=[O:23])[N:20]([CH3:22])[CH:21]=3)=[O:15])[CH2:10][CH2:9]2)=[CH:4][CH:3]=1. Reactant: [F:1][C:2]1[CH:7]=[CH:6][C:5]([CH:8]2[CH2:13][CH2:12][N:11]([C:14]([C:16]3[C:17]([OH:24])=[CH:18][C:19](=[O:23])[N:20]([CH3:22])[CH:21]=3)=[O:15])[CH2:10][CH2:9]2)=[CH:4][CH:3]=1.[N+:25]([O-])([OH:27])=[O:26].